From a dataset of Forward reaction prediction with 1.9M reactions from USPTO patents (1976-2016). Predict the product of the given reaction. (1) Given the reactants [NH2:1][C:2]1[CH:3]=[C:4]([C:8]2([CH2:20][OH:21])[CH:13]3[CH:9]2[CH2:10][N:11]([CH2:14][CH2:15][CH2:16][CH2:17][CH2:18][CH3:19])[CH2:12]3)[CH:5]=[CH:6][CH:7]=1.C(N([CH2:27][CH3:28])CC)C.[C:29](Cl)(=[O:31])[CH3:30].C(=O)([O-])[OH:34].[Na+], predict the reaction product. The product is: [C:29]([O:21][CH2:20][C:8]1([C:4]2[CH:5]=[CH:6][CH:7]=[C:2]([NH:1][C:27](=[O:34])[CH3:28])[CH:3]=2)[CH:13]2[CH:9]1[CH2:10][N:11]([CH2:14][CH2:15][CH2:16][CH2:17][CH2:18][CH3:19])[CH2:12]2)(=[O:31])[CH3:30]. (2) Given the reactants Br[C:2]1[CH:10]=[CH:9][CH:8]=[C:7]2[C:3]=1[CH:4]=[CH:5][CH2:6]2.[C:11]([C:15]1[CH:16]=[C:17](B2OC(C)(C)C(C)(C)O2)[CH:18]=[C:19]([C:21]([CH3:24])([CH3:23])[CH3:22])[CH:20]=1)([CH3:14])([CH3:13])[CH3:12].C(=O)([O-])[O-].[K+].[K+].O1CCOCC1, predict the reaction product. The product is: [C:11]([C:15]1[CH:16]=[C:17]([C:2]2[CH:10]=[CH:9][CH:8]=[C:7]3[C:3]=2[CH:4]=[CH:5][CH2:6]3)[CH:18]=[C:19]([C:21]([CH3:24])([CH3:23])[CH3:22])[CH:20]=1)([CH3:14])([CH3:13])[CH3:12]. (3) Given the reactants [F:1][C:2]([F:13])([F:12])[C:3]1[CH:4]=[C:5](B(O)O)[CH:6]=[CH:7][CH:8]=1.C(N(CC)CC)C.[OH:21][C:22]1[CH:23]=[C:24]2[C:28](=[CH:29][CH:30]=1)[CH2:27][C@H:26]([NH:31][S:32]([CH:35]([CH3:37])[CH3:36])(=[O:34])=[O:33])[CH2:25]2, predict the reaction product. The product is: [F:1][C:2]([F:13])([F:12])[C:3]1[CH:4]=[C:5]([CH:6]=[CH:7][CH:8]=1)[O:21][C:22]1[CH:23]=[C:24]2[C:28](=[CH:29][CH:30]=1)[CH2:27][C@H:26]([NH:31][S:32]([CH:35]([CH3:37])[CH3:36])(=[O:34])=[O:33])[CH2:25]2. (4) Given the reactants Cl[CH2:2][CH2:3][CH2:4][N:5]1[C:10]2[CH:11]=[C:12]([CH3:16])[CH:13]=[C:14]([CH3:15])[C:9]=2[O:8][CH2:7][C:6]1=[O:17].C([O-])([O-])=O.[K+].[K+].[Na+].[I-].[CH2:26]([CH:30]1[CH2:35][CH2:34][NH:33][CH2:32][CH2:31]1)[CH2:27][CH2:28][CH3:29], predict the reaction product. The product is: [CH2:26]([CH:30]1[CH2:35][CH2:34][N:33]([CH2:2][CH2:3][CH2:4][N:5]2[C:10]3[CH:11]=[C:12]([CH3:16])[CH:13]=[C:14]([CH3:15])[C:9]=3[O:8][CH2:7][C:6]2=[O:17])[CH2:32][CH2:31]1)[CH2:27][CH2:28][CH3:29]. (5) Given the reactants [C:1]([O:5][C:6]([NH:8][C:9]1[CH:10]=[CH:11][C:12]([CH2:16][CH2:17][N:18]2[C:23]3[N:24]=[C:25](S(C)=O)[N:26]=[CH:27][C:22]=3[CH:21]=[C:20]([C:31]3[C:36]([Cl:37])=[C:35]([O:38][CH3:39])[CH:34]=[C:33]([O:40][CH3:41])[C:32]=3[Cl:42])[C:19]2=[O:43])=[N+:13]([O-:15])[CH:14]=1)=[O:7])([CH3:4])([CH3:3])[CH3:2].[CH3:44][NH2:45].C1COCC1, predict the reaction product. The product is: [C:1]([O:5][C:6]([NH:8][C:9]1[CH:10]=[CH:11][C:12]([CH2:16][CH2:17][N:18]2[C:23]3[N:24]=[C:25]([NH:45][CH3:44])[N:26]=[CH:27][C:22]=3[CH:21]=[C:20]([C:31]3[C:36]([Cl:37])=[C:35]([O:38][CH3:39])[CH:34]=[C:33]([O:40][CH3:41])[C:32]=3[Cl:42])[C:19]2=[O:43])=[N+:13]([O-:15])[CH:14]=1)=[O:7])([CH3:4])([CH3:3])[CH3:2]. (6) Given the reactants Br[CH2:2][CH2:3][CH2:4][CH2:5][O:6][C:7]1[CH:12]=[CH:11][N:10]2[N:13]=[CH:14][CH:15]=[C:9]2[CH:8]=1.[O:16]1[C:25]2[C:20](=[CH:21][CH:22]=[CH:23][C:24]=2[N:26]2[CH2:32][CH2:31][CH2:30][NH:29][CH2:28][CH2:27]2)[CH2:19][CH2:18][CH2:17]1, predict the reaction product. The product is: [O:16]1[C:25]2[C:20](=[CH:21][CH:22]=[CH:23][C:24]=2[N:26]2[CH2:32][CH2:31][CH2:30][N:29]([CH2:2][CH2:3][CH2:4][CH2:5][O:6][C:7]3[CH:12]=[CH:11][N:10]4[N:13]=[CH:14][CH:15]=[C:9]4[CH:8]=3)[CH2:28][CH2:27]2)[CH2:19][CH2:18][CH2:17]1.